Dataset: NCI-60 drug combinations with 297,098 pairs across 59 cell lines. Task: Regression. Given two drug SMILES strings and cell line genomic features, predict the synergy score measuring deviation from expected non-interaction effect. Drug 1: CN(C)N=NC1=C(NC=N1)C(=O)N. Drug 2: CC(C)NC(=O)C1=CC=C(C=C1)CNNC.Cl. Cell line: SK-MEL-5. Synergy scores: CSS=5.93, Synergy_ZIP=2.88, Synergy_Bliss=5.40, Synergy_Loewe=-1.67, Synergy_HSA=0.906.